This data is from Full USPTO retrosynthesis dataset with 1.9M reactions from patents (1976-2016). The task is: Predict the reactants needed to synthesize the given product. Given the product [CH3:15][O:16][C:17]([C:19]1[C:24]([N:25]([C:26]([O:28][CH:29]([CH3:31])[CH3:30])=[O:27])[CH2:8][CH2:9][CH2:10][C:11]([O:13][CH3:14])=[O:12])=[CH:23][C:22]([C:32]([F:35])([F:34])[F:33])=[C:21]([CH3:36])[N:20]=1)=[O:18], predict the reactants needed to synthesize it. The reactants are: C(=O)([O-])[O-].[Cs+].[Cs+].Br[CH2:8][CH2:9][CH2:10][C:11]([O:13][CH3:14])=[O:12].[CH3:15][O:16][C:17]([C:19]1[C:24]([NH:25][C:26]([O:28][CH:29]([CH3:31])[CH3:30])=[O:27])=[CH:23][C:22]([C:32]([F:35])([F:34])[F:33])=[C:21]([CH3:36])[N:20]=1)=[O:18].O.